Dataset: NCI-60 drug combinations with 297,098 pairs across 59 cell lines. Task: Regression. Given two drug SMILES strings and cell line genomic features, predict the synergy score measuring deviation from expected non-interaction effect. (1) Drug 1: CC1=C(C=C(C=C1)NC(=O)C2=CC=C(C=C2)CN3CCN(CC3)C)NC4=NC=CC(=N4)C5=CN=CC=C5. Drug 2: CC1=C2C(C(=O)C3(C(CC4C(C3C(C(C2(C)C)(CC1OC(=O)C(C(C5=CC=CC=C5)NC(=O)C6=CC=CC=C6)O)O)OC(=O)C7=CC=CC=C7)(CO4)OC(=O)C)O)C)OC(=O)C. Cell line: SNB-19. Synergy scores: CSS=14.8, Synergy_ZIP=16.3, Synergy_Bliss=14.4, Synergy_Loewe=-29.2, Synergy_HSA=1.83. (2) Drug 1: CCC1=C2CN3C(=CC4=C(C3=O)COC(=O)C4(CC)O)C2=NC5=C1C=C(C=C5)O. Drug 2: C1CN1C2=NC(=NC(=N2)N3CC3)N4CC4. Cell line: OVCAR-4. Synergy scores: CSS=9.21, Synergy_ZIP=-5.22, Synergy_Bliss=0.645, Synergy_Loewe=2.26, Synergy_HSA=2.53.